From a dataset of Full USPTO retrosynthesis dataset with 1.9M reactions from patents (1976-2016). Predict the reactants needed to synthesize the given product. (1) Given the product [C:13]([C:12]1[CH:15]=[CH:16][C:9]([C:5]2[CH:4]=[C:3]([CH:1]([CH:31]3[CH2:25][CH2:26]3)[NH:22][S:19]([CH2:17][CH3:18])(=[O:21])=[O:20])[CH:8]=[N:7][CH:6]=2)=[CH:10][CH:11]=1)#[N:14], predict the reactants needed to synthesize it. The reactants are: [CH:1]([C:3]1[CH:4]=[C:5]([C:9]2[CH:16]=[CH:15][C:12]([C:13]#[N:14])=[CH:11][CH:10]=2)[CH:6]=[N:7][CH:8]=1)=O.[CH2:17]([S:19]([NH2:22])(=[O:21])=[O:20])[CH3:18].[NH4+].[Cl-].[C:25]1([CH3:31])C=CC=C[CH:26]=1. (2) Given the product [CH3:17][C:16]([N:15]([C:19]1[CH:5]=[CH:6][CH:2]=[C:22]([C:7]2[N:3]3[N:4]=[CH:5][C:6]([C:7]([C:9]4[S:10][CH:11]=[CH:12][CH:13]=4)=[O:8])=[C:2]3[N:1]=[CH:13][CH:9]=2)[CH:20]=1)[CH3:14])=[O:18], predict the reactants needed to synthesize it. The reactants are: [NH2:1][C:2]1[C:6]([C:7]([C:9]2[S:10][CH:11]=[CH:12][CH:13]=2)=[O:8])=[CH:5][NH:4][N:3]=1.[CH3:14][NH:15][C:16](=[O:18])[CH3:17].[CH3:19][C:20]([CH3:22])=O. (3) Given the product [F:34][C:35]1[CH:42]=[C:41]([F:43])[CH:40]=[CH:39][C:36]=1[CH2:37][N:27]1[CH2:28][CH2:29][CH:24]([N:11]2[CH:10]=[N:9][C:8]3[C:12]2=[N:13][C:14]([C:16]2[CH:17]=[C:18]([CH2:22][OH:23])[CH:19]=[CH:20][CH:21]=2)=[N:15][C:7]=3[N:1]2[CH2:6][CH2:5][O:4][CH2:3][CH2:2]2)[CH2:25][CH2:26]1, predict the reactants needed to synthesize it. The reactants are: [N:1]1([C:7]2[N:15]=[C:14]([C:16]3[CH:17]=[C:18]([CH2:22][OH:23])[CH:19]=[CH:20][CH:21]=3)[N:13]=[C:12]3[C:8]=2[N:9]=[CH:10][N:11]3[CH:24]2[CH2:29][CH2:28][NH:27][CH2:26][CH2:25]2)[CH2:6][CH2:5][O:4][CH2:3][CH2:2]1.[BH3-]C#N.[Na+].[F:34][C:35]1[CH:42]=[C:41]([F:43])[CH:40]=[CH:39][C:36]=1[CH:37]=O. (4) Given the product [CH2:1]([C:5]1[N:6]=[C:7]([CH3:42])[N:8]([C:36]2[CH:41]=[CH:40][CH:39]=[CH:38][N:37]=2)[C:9](=[O:35])[C:10]=1[CH2:11][C:12]1[CH:28]=[C:27]([CH2:29][CH2:30][CH3:31])[C:15]([O:16][CH:17]([C:21]2[CH:22]=[CH:23][CH:24]=[CH:25][CH:26]=2)[C:18]([NH:47][S:44]([CH3:43])(=[O:46])=[O:45])=[O:19])=[C:14]([CH2:32][CH2:33][CH3:34])[CH:13]=1)[CH2:2][CH2:3][CH3:4], predict the reactants needed to synthesize it. The reactants are: [CH2:1]([C:5]1[N:6]=[C:7]([CH3:42])[N:8]([C:36]2[CH:41]=[CH:40][CH:39]=[CH:38][N:37]=2)[C:9](=[O:35])[C:10]=1[CH2:11][C:12]1[CH:28]=[C:27]([CH2:29][CH2:30][CH3:31])[C:15]([O:16][CH:17]([C:21]2[CH:26]=[CH:25][CH:24]=[CH:23][CH:22]=2)[C:18](O)=[O:19])=[C:14]([CH2:32][CH2:33][CH3:34])[CH:13]=1)[CH2:2][CH2:3][CH3:4].[CH3:43][S:44]([NH2:47])(=[O:46])=[O:45].N12CCCN=C1CCCCC2.Cl.